Dataset: Reaction yield outcomes from USPTO patents with 853,638 reactions. Task: Predict the reaction yield, written as a fraction of the theoretical maximum amount of product (1.0 means a 100% yield; for example, 0.34 means a 34% yield). (1) The reactants are [C:1]([C:4]1[CH:9]=[CH:8][C:7]([S:10](Cl)(=[O:12])=[O:11])=[CH:6][CH:5]=1)(=[O:3])[CH3:2].C(N(CC)CC)C.[NH2:21][CH2:22][C:23]1[CH:28]=[CH:27][CH:26]=[CH:25][N:24]=1. The catalyst is C1COCC1.O. The product is [C:1]([C:4]1[CH:9]=[CH:8][C:7]([S:10]([NH:21][CH2:22][C:23]2[CH:28]=[CH:27][CH:26]=[CH:25][N:24]=2)(=[O:12])=[O:11])=[CH:6][CH:5]=1)(=[O:3])[CH3:2]. The yield is 0.650. (2) The reactants are P(Cl)(Cl)(Cl)=O.[CH3:6][C:7]1[CH:8]=[CH:9][C:10]([CH2:13][NH:14][CH:15]=O)=[N:11][CH:12]=1. The catalyst is C1(C)C=CC=CC=1. The product is [CH3:6][C:7]1[CH:8]=[CH:9][C:10]2[N:11]([CH:15]=[N:14][CH:13]=2)[CH:12]=1. The yield is 0.410. (3) The reactants are [F:1][C:2]1[CH:3]=[C:4]([CH:9]=[CH:10][CH:11]=1)[C:5](=[S:8])[NH:6][NH2:7].[CH3:12][CH:13]([C:24](=O)[C:25]1[CH:30]=[CH:29][CH:28]=[CH:27][CH:26]=1)[CH2:14][CH2:15][NH:16][C:17](=[O:23])[O:18][C:19]([CH3:22])([CH3:21])[CH3:20]. The catalyst is C(O)C.C(Cl)Cl.C(O)(=O)C. The product is [F:1][C:2]1[CH:3]=[C:4]([C:5]2[S:8][C:24]([CH:13]([CH3:12])[CH2:14][CH2:15][NH:16][C:17](=[O:23])[O:18][C:19]([CH3:21])([CH3:20])[CH3:22])([C:25]3[CH:30]=[CH:29][CH:28]=[CH:27][CH:26]=3)[NH:7][N:6]=2)[CH:9]=[CH:10][CH:11]=1. The yield is 0.480. (4) The reactants are [SH:1][C:2]1[N:3]=[C:4]([N:16]2[CH2:21][CH2:20][N:19]([CH3:22])[CH2:18][CH2:17]2)[C:5]2[CH2:6][CH2:7][C:8]([CH3:15])([CH3:14])[CH2:9][C:10]=2[C:11]=1[C:12]#[N:13].C(=O)([O-])[O-].[K+].[K+].Cl[CH2:30][C:31]([NH2:33])=[O:32]. The catalyst is C(O)C. The product is [NH2:13][C:12]1[C:11]2[C:10]3[CH2:9][C:8]([CH3:15])([CH3:14])[CH2:7][CH2:6][C:5]=3[C:4]([N:16]3[CH2:17][CH2:18][N:19]([CH3:22])[CH2:20][CH2:21]3)=[N:3][C:2]=2[S:1][C:30]=1[C:31]([NH2:33])=[O:32]. The yield is 0.900. (5) The reactants are [F:1][C:2]1[C:18]([O:19][CH3:20])=[CH:17][CH:16]=[CH:15][C:3]=1[CH:4]=[C:5]1[C:10](=[O:11])[O:9][C:8]([CH3:13])([CH3:12])[O:7][C:6]1=[O:14].[CH2:21]([Mg]Br)[CH3:22]. The catalyst is C1COCC1. The product is [F:1][C:2]1[C:18]([O:19][CH3:20])=[CH:17][CH:16]=[CH:15][C:3]=1[CH:4]([CH:5]1[C:6](=[O:14])[O:7][C:8]([CH3:12])([CH3:13])[O:9][C:10]1=[O:11])[CH2:21][CH3:22]. The yield is 0.934. (6) The reactants are [OH:1][C:2]1[CH:7]=[CH:6][C:5]([CH2:8][C:9](OCC)=O)=[CH:4][CH:3]=1.[I:14][C:15]1[CH:20]=[CH:19][C:18]([NH:21][C:22](=[S:25])[NH:23][NH2:24])=[CH:17][CH:16]=1.C[O-].[Na+]. The catalyst is CO. The product is [OH:1][C:2]1[CH:3]=[CH:4][C:5]([CH2:8][C:9]2[N:21]([C:18]3[CH:19]=[CH:20][C:15]([I:14])=[CH:16][CH:17]=3)[C:22](=[S:25])[NH:23][N:24]=2)=[CH:6][CH:7]=1. The yield is 0.230. (7) The reactants are [CH3:1][C:2]1[CH:3]=[C:4]([NH2:9])[C:5]([NH2:8])=[CH:6][CH:7]=1.[C:10](OCC)(=[O:16])[C:11](OCC)=[O:12]. No catalyst specified. The product is [CH3:1][C:2]1[CH:3]=[C:4]2[C:5](=[CH:6][CH:7]=1)[NH:8][C:11](=[O:12])[C:10](=[O:16])[NH:9]2. The yield is 0.920.